This data is from CYP1A2 inhibition data for predicting drug metabolism from PubChem BioAssay. The task is: Regression/Classification. Given a drug SMILES string, predict its absorption, distribution, metabolism, or excretion properties. Task type varies by dataset: regression for continuous measurements (e.g., permeability, clearance, half-life) or binary classification for categorical outcomes (e.g., BBB penetration, CYP inhibition). Dataset: cyp1a2_veith. (1) The compound is CSc1ccc(NC(=O)NCCCN2CCN(c3ccccc3F)CC2)cc1. The result is 1 (inhibitor). (2) The compound is CCN1CCN(C(c2cccs2)C(C)NC(=O)c2cccnc2)CC1. The result is 0 (non-inhibitor).